From a dataset of Full USPTO retrosynthesis dataset with 1.9M reactions from patents (1976-2016). Predict the reactants needed to synthesize the given product. Given the product [CH2:2]([O:4][C:5]([C@H:7]1[CH2:10][C@@H:9]([NH:11][CH2:35][C:34]2[CH:33]=[CH:32][C:31]([C:28]3[N:27]=[C:26]([C:23]4[CH:24]=[CH:25][C:20]([CH3:19])=[CH:21][CH:22]=4)[O:30][N:29]=3)=[CH:38][CH:37]=2)[CH2:8]1)=[O:6])[CH3:3], predict the reactants needed to synthesize it. The reactants are: Cl.[CH2:2]([O:4][C:5]([C@H:7]1[CH2:10][C@@H:9]([NH2:11])[CH2:8]1)=[O:6])[CH3:3].C(N(CC)CC)C.[CH3:19][C:20]1[CH:25]=[CH:24][C:23]([C:26]2[O:30][N:29]=[C:28]([C:31]3[CH:38]=[CH:37][C:34]([CH:35]=O)=[CH:33][CH:32]=3)[N:27]=2)=[CH:22][CH:21]=1.C([BH3-])#N.[Na+].